Dataset: Forward reaction prediction with 1.9M reactions from USPTO patents (1976-2016). Task: Predict the product of the given reaction. (1) The product is: [Cl:1][C:2]1[CH:3]=[CH:4][C:5]([CH:8]2[CH2:14][CH:13]3[N:15]([CH3:16])[CH:10]([CH2:11][CH2:12]3)[CH:9]2[O:17][CH2:21][C:22]2[CH:31]=[CH:30][C:29]3[C:24](=[CH:25][CH:26]=[CH:27][CH:28]=3)[CH:23]=2)=[CH:6][CH:7]=1. Given the reactants [Cl:1][C:2]1[CH:7]=[CH:6][C:5]([CH:8]2[CH2:14][CH:13]3[N:15]([CH3:16])[CH:10]([CH2:11][CH2:12]3)[CH:9]2[OH:17])=[CH:4][CH:3]=1.[H-].[Na+].Br[CH2:21][C:22]1[CH:31]=[CH:30][C:29]2[C:24](=[CH:25][CH:26]=[CH:27][CH:28]=2)[CH:23]=1, predict the reaction product. (2) Given the reactants [Cl:1]C1C=C(Cl)C=CC=1C1N=C(CC)C(N[C@H:18]2[C@@H:22]([O:23][CH2:24]C)[CH2:21][N:20]([C:26]3SC=CN=3)[CH2:19]2)=NC=1CC.[Cl:33][C:34]1[CH:39]=[C:38]([O:40][CH3:41])[CH:37]=[CH:36][C:35]=1[C:42]1[N:43]=[C:44]([CH2:59][CH3:60])[C:45]([NH:50][C@H:51]2[C@@H:55]([O:56][CH2:57][CH3:58])[CH2:54][NH:53][CH2:52]2)=[N:46][C:47]=1[CH2:48][CH3:49].ClC1C=C(OC)C=CN=1, predict the reaction product. The product is: [ClH:1].[Cl:33][C:34]1[CH:39]=[C:38]([O:40][CH3:41])[CH:37]=[CH:36][C:35]=1[C:42]1[N:43]=[C:44]([CH2:59][CH3:60])[C:45]([NH:50][C@H:51]2[C@@H:55]([O:56][CH2:57][CH3:58])[CH2:54][N:53]([C:19]3[CH:18]=[C:22]([O:23][CH3:24])[CH:21]=[CH:26][N:20]=3)[CH2:52]2)=[N:46][C:47]=1[CH2:48][CH3:49]. (3) Given the reactants [Br:1][C:2]1[CH:8]=[CH:7][C:5]([NH2:6])=[C:4]([F:9])[CH:3]=1.C(N(CC)CC)C.[C:17](Cl)(=[O:24])[C:18]1[CH:23]=[CH:22][CH:21]=[CH:20][CH:19]=1.C(=O)([O-])O.[Na+], predict the reaction product. The product is: [Br:1][C:2]1[CH:8]=[CH:7][C:5]([NH:6][C:17](=[O:24])[C:18]2[CH:23]=[CH:22][CH:21]=[CH:20][CH:19]=2)=[C:4]([F:9])[CH:3]=1. (4) Given the reactants [C:1]([C:3]1([OH:9])[CH2:8][CH2:7][CH2:6][CH2:5][CH2:4]1)#[CH:2].C[OH:11], predict the reaction product. The product is: [C:1]([C:3]1([OH:9])[CH2:8][CH2:7][CH2:6][CH2:5][CH2:4]1)(=[O:11])[CH3:2]. (5) The product is: [CH3:4][O:5][C:6]([N:8]1[CH2:13][C:12](=[O:14])[N:11]2[CH:15]([C:18]([OH:20])=[O:19])[CH2:16][CH2:17][CH:10]2[CH2:9]1)=[O:7]. Given the reactants O.[OH-].[Li+].[CH3:4][O:5][C:6]([N:8]1[CH2:13][C:12](=[O:14])[N:11]2[CH:15]([C:18]([O:20]CC)=[O:19])[CH2:16][CH2:17][CH:10]2[CH2:9]1)=[O:7].Cl, predict the reaction product. (6) Given the reactants Br[C:2]1[CH:3]=[C:4]2[C:8](=[C:9]([C:11]([O:13]C)=[O:12])[CH:10]=1)[N:7](C(OC(C)(C)C)=O)[CH:6]=[C:5]2[CH:22]1[CH2:28][CH2:27][CH2:26][S:25](=[O:30])(=[O:29])[CH2:24][CH2:23]1.C([O-])([O-])=O.[K+].[K+].[C:37]1(B(O)O)[CH:42]=[CH:41][CH:40]=[CH:39][CH:38]=1, predict the reaction product. The product is: [O:30]=[S:25]1(=[O:29])[CH2:26][CH2:27][CH2:28][CH:22]([C:5]2[C:4]3[C:8](=[C:9]([C:11]([OH:13])=[O:12])[CH:10]=[C:2]([C:37]4[CH:42]=[CH:41][CH:40]=[CH:39][CH:38]=4)[CH:3]=3)[NH:7][CH:6]=2)[CH2:23][CH2:24]1.